This data is from Catalyst prediction with 721,799 reactions and 888 catalyst types from USPTO. The task is: Predict which catalyst facilitates the given reaction. (1) Reactant: [Cl:1][C:2]1[CH:7]=[CH:6][CH:5]=[C:4]([Cl:8])[C:3]=1[C:9]1[C:22](=[O:23])[N:21]([CH3:24])[C:12]2[N:13]=[C:14](S(C)(=O)=O)[N:15]=[CH:16][C:11]=2[CH:10]=1.[CH2:25]1[C:33]2[C:28](=[CH:29][C:30]([NH2:34])=[CH:31][CH:32]=2)[CH2:27][O:26]1. Product: [Cl:1][C:2]1[CH:7]=[CH:6][CH:5]=[C:4]([Cl:8])[C:3]=1[C:9]1[C:22](=[O:23])[N:21]([CH3:24])[C:12]2[N:13]=[C:14]([NH:34][C:30]3[CH:29]=[C:28]4[C:33](=[CH:32][CH:31]=3)[CH2:25][O:26][CH2:27]4)[N:15]=[CH:16][C:11]=2[CH:10]=1. The catalyst class is: 15. (2) Reactant: [C:1]([C:3]([C:6]1[CH:7]=[C:8]([CH:22]=[CH:23][CH:24]=1)[C:9]([NH:11][C:12]1[CH:17]=[CH:16][C:15]([CH3:18])=[C:14]([N+:19]([O-])=O)[CH:13]=1)=[O:10])([CH3:5])[CH3:4])#[N:2].S(S([O-])=O)([O-])=O.[Na+].[Na+]. Product: [NH2:19][C:14]1[CH:13]=[C:12]([NH:11][C:9](=[O:10])[C:8]2[CH:22]=[CH:23][CH:24]=[C:6]([C:3]([C:1]#[N:2])([CH3:5])[CH3:4])[CH:7]=2)[CH:17]=[CH:16][C:15]=1[CH3:18]. The catalyst class is: 7.